Dataset: Peptide-MHC class I binding affinity with 185,985 pairs from IEDB/IMGT. Task: Regression. Given a peptide amino acid sequence and an MHC pseudo amino acid sequence, predict their binding affinity value. This is MHC class I binding data. The peptide sequence is ALNFPGSQK. The MHC is HLA-A11:01 with pseudo-sequence HLA-A11:01. The binding affinity (normalized) is 0.859.